Dataset: Peptide-MHC class I binding affinity with 185,985 pairs from IEDB/IMGT. Task: Regression. Given a peptide amino acid sequence and an MHC pseudo amino acid sequence, predict their binding affinity value. This is MHC class I binding data. (1) The peptide sequence is SQLVSTAWA. The MHC is HLA-A24:03 with pseudo-sequence HLA-A24:03. The binding affinity (normalized) is 0.0847. (2) The peptide sequence is KQFCLSILL. The MHC is HLA-A02:01 with pseudo-sequence HLA-A02:01. The binding affinity (normalized) is 0.898. (3) The peptide sequence is STNFLANAST. The MHC is HLA-A02:01 with pseudo-sequence HLA-A02:01. The binding affinity (normalized) is 0. (4) The peptide sequence is FTFDNSKFV. The MHC is HLA-A11:01 with pseudo-sequence HLA-A11:01. The binding affinity (normalized) is 0.0847.